From a dataset of Forward reaction prediction with 1.9M reactions from USPTO patents (1976-2016). Predict the product of the given reaction. (1) Given the reactants [CH3:1][O:2][C:3]1[CH:4]=[C:5]2[C:10](=[CH:11][C:12]=1[O:13][CH3:14])[CH:9]([CH2:15][CH2:16][C:17]1[CH:22]=[CH:21][CH:20]=[C:19]([O:23][CH3:24])[CH:18]=1)[N:8]([CH:25]([C:29]1[CH:34]=[CH:33][CH:32]=[CH:31][CH:30]=1)[C:26]([OH:28])=O)[CH2:7][CH2:6]2.[Br-].[NH4+:36], predict the reaction product. The product is: [CH3:1][O:2][C:3]1[CH:4]=[C:5]2[C:10](=[CH:11][C:12]=1[O:13][CH3:14])[CH:9]([CH2:15][CH2:16][C:17]1[CH:22]=[CH:21][CH:20]=[C:19]([O:23][CH3:24])[CH:18]=1)[N:8]([CH:25]([C:29]1[CH:30]=[CH:31][CH:32]=[CH:33][CH:34]=1)[C:26]([NH2:36])=[O:28])[CH2:7][CH2:6]2. (2) Given the reactants [NH2:1][C@H:2]([C:13]([NH:15][CH2:16][CH2:17][CH2:18][CH2:19][NH:20][C:21]([O:23][C:24]([CH3:27])([CH3:26])[CH3:25])=[O:22])=[O:14])[CH2:3][C:4]1[C:12]2[C:7](=[CH:8][CH:9]=[CH:10][CH:11]=2)[NH:6][CH:5]=1.[NH:28]([C:56]([O:58][C:59]([CH3:62])([CH3:61])[CH3:60])=[O:57])[C@H:29]([C:45]([NH:47][C@H:48]([C:53](O)=[O:54])[CH2:49][CH:50]([CH3:52])[CH3:51])=[O:46])[CH2:30][C:31]1[CH:36]=[CH:35][C:34]([O:37][CH2:38][C:39]2[CH:44]=[CH:43][CH:42]=[CH:41][CH:40]=2)=[CH:33][CH:32]=1.C(Cl)CCl.C1C=CC2N(O)N=NC=2C=1.CCN(CC)CC, predict the reaction product. The product is: [NH:28]([C:56]([O:58][C:59]([CH3:61])([CH3:60])[CH3:62])=[O:57])[C@H:29]([C:45]([NH:47][C@H:48]([C:53]([NH:1][C@H:2]([C:13]([NH:15][CH2:16][CH2:17][CH2:18][CH2:19][NH:20][C:21]([O:23][C:24]([CH3:27])([CH3:26])[CH3:25])=[O:22])=[O:14])[CH2:3][C:4]1[C:12]2[C:7](=[CH:8][CH:9]=[CH:10][CH:11]=2)[NH:6][CH:5]=1)=[O:54])[CH2:49][CH:50]([CH3:52])[CH3:51])=[O:46])[CH2:30][C:31]1[CH:32]=[CH:33][C:34]([O:37][CH2:38][C:39]2[CH:44]=[CH:43][CH:42]=[CH:41][CH:40]=2)=[CH:35][CH:36]=1. (3) Given the reactants C(N(CC)CC)C.[CH3:8][C:9]1([CH3:19])[N:14]([O:15])[C:13]([CH3:17])([CH3:16])[CH2:12][CH:11](N)[CH2:10]1.C(OCC)C, predict the reaction product. The product is: [CH3:16][C:13]1([CH3:17])[N:14]([O:15])[C:9]([CH3:19])([CH3:8])[CH2:10][CH2:11][CH2:12]1. (4) Given the reactants Cl[C:2]1[CH:7]=[CH:6][C:5]([O:8][CH3:9])=[CH:4][CH:3]=1.[CH3:10][C:11]1[CH:16]=[CH:15][CH:14]=[CH:13][C:12]=1B(O)O.[F-].[K+], predict the reaction product. The product is: [CH3:10][C:11]1[CH:16]=[CH:15][CH:14]=[CH:13][C:12]=1[C:2]1[CH:7]=[CH:6][C:5]([O:8][CH3:9])=[CH:4][CH:3]=1. (5) Given the reactants C([Li])CCC.[CH3:6][CH2:7][O:8][C:9]([CH:11](P(OCC)(OCC)=O)[F:12])=[O:10].[CH2:21]([C:23]1[C:32]2[C:27](=[CH:28][C:29]([O:36][CH3:37])=[C:30]([C:33](=O)[CH3:34])[CH:31]=2)[O:26][C:25]([CH3:39])([CH3:38])[CH:24]=1)[CH3:22], predict the reaction product. The product is: [CH2:21]([C:23]1[C:32]2[C:27](=[CH:28][C:29]([O:36][CH3:37])=[C:30](/[C:33](/[CH3:34])=[C:11](/[F:12])\[C:9]([O:8][CH2:7][CH3:6])=[O:10])[CH:31]=2)[O:26][C:25]([CH3:39])([CH3:38])[CH:24]=1)[CH3:22].